Predict the reaction yield, written as a fraction of the theoretical maximum amount of product (1.0 means a 100% yield; for example, 0.34 means a 34% yield). From a dataset of Reaction yield outcomes from USPTO patents with 853,638 reactions. (1) The reactants are [O:1]1[C:5]2[CH:6]=[CH:7][C:8]([C:10]3[CH:15]=[CH:14][C:13]([C:16]4[N:21]=[C:20]([O:22][CH2:23][CH2:24][CH2:25][CH2:26][C:27]([CH3:32])([CH3:31])[C:28](O)=[O:29])[CH:19]=[CH:18][CH:17]=4)=[CH:12][CH:11]=3)=[CH:9][C:4]=2[O:3][CH2:2]1.[Cl:33][C:34]1[CH:39]=[CH:38][C:37]([S:40]([NH2:43])(=[O:42])=[O:41])=[CH:36][N:35]=1.CN(C1C=CC=CN=1)C.Cl.CN(C)CCCN=C=NCC. The catalyst is C(Cl)Cl. The product is [O:1]1[C:5]2[CH:6]=[CH:7][C:8]([C:10]3[CH:11]=[CH:12][C:13]([C:16]4[N:21]=[C:20]([O:22][CH2:23][CH2:24][CH2:25][CH2:26][C:27]([CH3:31])([CH3:32])[C:28]([NH:43][S:40]([C:37]5[CH:36]=[N:35][C:34]([Cl:33])=[CH:39][CH:38]=5)(=[O:41])=[O:42])=[O:29])[CH:19]=[CH:18][CH:17]=4)=[CH:14][CH:15]=3)=[CH:9][C:4]=2[O:3][CH2:2]1. The yield is 0.370. (2) The reactants are [Br:1][C:2]1[CH:7]=[CH:6][C:5]([S:8]([N:11]([CH3:13])[CH3:12])(=[O:10])=[O:9])=C(C#N)[CH:3]=1.[OH-:16].[Na+].[O:18]1[CH2:23][CH2:22]OCC1. No catalyst specified. The product is [Br:1][C:2]1[CH:7]=[CH:6][C:5]([S:8](=[O:10])(=[O:9])[N:11]([CH3:13])[CH3:12])=[C:22]([CH:3]=1)[C:23]([OH:18])=[O:16]. The yield is 0.340. (3) The reactants are Cl.[Br:2][C:3]1[CH:8]=[CH:7][C:6]([N:9]2[C:13]([CH2:14][C@@H:15]3[CH2:19][CH2:18][NH:17][CH2:16]3)=[N:12][NH:11][C:10]2=[O:20])=[CH:5][CH:4]=1.[CH3:21][C:22]1([C:25](O)=[O:26])[CH2:24][CH2:23]1.Cl.CN(C)CCCN=C=NCC.ON1C2C=CC=CC=2N=N1.C(N(CC)C(C)C)(C)C. The catalyst is CN(C)C=O. The product is [Br:2][C:3]1[CH:8]=[CH:7][C:6]([N:9]2[C:13]([CH2:14][C@@H:15]3[CH2:19][CH2:18][N:17]([C:25]([C:22]4([CH3:21])[CH2:24][CH2:23]4)=[O:26])[CH2:16]3)=[N:12][NH:11][C:10]2=[O:20])=[CH:5][CH:4]=1. The yield is 0.870. (4) The reactants are [ClH:1].[OH:2][NH:3][C:4]([C:6]1([S:15]([C:18]2[CH:23]=[CH:22][C:21]([O:24][C:25]3[CH:30]=[CH:29][CH:28]=[CH:27][CH:26]=3)=[CH:20][CH:19]=2)(=[O:17])=[O:16])[CH2:11][CH2:10][N:9]([CH2:12][C:13]#[CH:14])[CH2:8][CH2:7]1)=[O:5].C(O)(=O)C.C(OC1(O[Si](C)(C)C)CC1)C.C([BH3-])#N.[Na+]. The catalyst is CO. The product is [ClH:1].[CH:12]1([N:9]2[CH2:8][CH2:7][C:6]([S:15]([C:18]3[CH:19]=[CH:20][C:21]([O:24][C:25]4[CH:30]=[CH:29][CH:28]=[CH:27][CH:26]=4)=[CH:22][CH:23]=3)(=[O:17])=[O:16])([C:4]([NH:3][OH:2])=[O:5])[CH2:11][CH2:10]2)[CH2:14][CH2:13]1. The yield is 0.860.